Dataset: Reaction yield outcomes from USPTO patents with 853,638 reactions. Task: Predict the reaction yield, written as a fraction of the theoretical maximum amount of product (1.0 means a 100% yield; for example, 0.34 means a 34% yield). The reactants are [CH2:1]([O:3][C:4](/[CH:6]=[CH:7]/[C:8]1[CH:9]=[C:10]2[C:14](=[CH:15][CH:16]=1)[NH:13][C:12]([C:17]([OH:19])=O)=[CH:11]2)=[O:5])[CH3:2].CC[N:22]=C=NCCCN(C)C.Cl.CCN(CC)CC.C1C=CC2N(O)N=NC=2C=1.[O:49]1[CH2:54][CH2:53][CH2:52][CH2:51][CH:50]1[O:55][NH:56][C:57](=[O:65])[CH:58](N)[CH2:59][CH2:60][CH2:61][CH2:62][CH3:63].C(O)(=O)CC(CC(O)=O)(C(O)=O)O. The catalyst is CN(C=O)C.O. The product is [CH2:1]([O:3][C:4](=[O:5])[CH2:6][CH2:7][C:8]1[CH:9]=[C:10]2[C:14](=[CH:15][CH:16]=1)[NH:13][C:12]([C:17](=[O:19])[NH:22][CH2:63][CH2:62][CH2:61][CH2:60][CH2:59][CH2:58][C:57](=[O:65])[NH:56][O:55][CH:50]1[CH2:51][CH2:52][CH2:53][CH2:54][O:49]1)=[CH:11]2)[CH3:2]. The yield is 0.690.